Dataset: Full USPTO retrosynthesis dataset with 1.9M reactions from patents (1976-2016). Task: Predict the reactants needed to synthesize the given product. (1) Given the product [N:5]1[C:6]2[C:2]([N:1]([CH2:10][C:11]3[CH:20]=[CH:19][C:14]4[N:15]=[C:16]([Br:18])[S:17][C:13]=4[CH:12]=3)[CH:9]=[CH:8][CH:7]=2)=[N:3][CH:4]=1, predict the reactants needed to synthesize it. The reactants are: [N:1]1([CH2:10][C:11]2[CH:20]=[CH:19][C:14]3[N:15]=[C:16]([Br:18])[S:17][C:13]=3[CH:12]=2)[C:9]2[C:4](=[N:5][CH:6]=[CH:7][CH:8]=2)[N:3]=[CH:2]1.BrC1SC2C=C(CN3C4C=C(OC)C(OC)=CC=4N=C3)C=CC=2N=1. (2) The reactants are: [OH:1][CH:2]([C:25]1[C:34]2[C:29](=[CH:30][CH:31]=[C:32]([O:35][CH3:36])[CH:33]=2)[N:28]=[CH:27][CH:26]=1)[CH2:3][CH2:4][C@@H:5]1[CH2:10][CH2:9][N:8]([CH:11]2[CH2:14][N:13]([C:15]3[CH:20]=[CH:19][CH:18]=[CH:17][N:16]=3)[CH2:12]2)[CH2:7][C@@H:6]1[C:21]([O:23]C)=[O:22].[Li+].[OH-].C1COCC1.Cl. Given the product [OH:1][CH:2]([C:25]1[C:34]2[C:29](=[CH:30][CH:31]=[C:32]([O:35][CH3:36])[CH:33]=2)[N:28]=[CH:27][CH:26]=1)[CH2:3][CH2:4][C@@H:5]1[CH2:10][CH2:9][N:8]([CH:11]2[CH2:12][N:13]([C:15]3[CH:20]=[CH:19][CH:18]=[CH:17][N:16]=3)[CH2:14]2)[CH2:7][C@@H:6]1[C:21]([OH:23])=[O:22], predict the reactants needed to synthesize it. (3) Given the product [NH2:26][CH2:25][C:10]1[CH:9]=[C:8]([CH2:7][C:6]([O:5][C:1]([CH3:4])([CH3:3])[CH3:2])=[O:27])[CH:24]=[CH:23][C:11]=1[O:12][C:13]1[CH:14]=[CH:15][C:16]([C:17]([O:19][CH3:20])=[O:18])=[CH:21][CH:22]=1, predict the reactants needed to synthesize it. The reactants are: [C:1]([O:5][C:6](=[O:27])[CH2:7][C:8]1[CH:24]=[CH:23][C:11]([O:12][C:13]2[CH:22]=[CH:21][C:16]([C:17]([O:19][CH3:20])=[O:18])=[CH:15][CH:14]=2)=[C:10]([C:25]#[N:26])[CH:9]=1)([CH3:4])([CH3:3])[CH3:2]. (4) Given the product [Br:1][C:2]1[CH:3]=[C:4]([C:8]2([C:11]([O-:13])=[O:12])[CH2:9][CH2:10]2)[CH:5]=[N:6][CH:7]=1.[K+:20], predict the reactants needed to synthesize it. The reactants are: [Br:1][C:2]1[CH:3]=[C:4]([C:8]2([C:11]([O:13]C)=[O:12])[CH2:10][CH2:9]2)[CH:5]=[N:6][CH:7]=1.C[Si](C)(C)[O-].[K+:20]. (5) Given the product [C:12]1([NH:1][C:2]2[CH:3]=[CH:4][C:5]([C:6]([O:8][CH3:9])=[O:7])=[CH:10][CH:11]=2)[CH:17]=[CH:16][CH:15]=[CH:14][CH:13]=1, predict the reactants needed to synthesize it. The reactants are: [NH2:1][C:2]1[CH:11]=[CH:10][C:5]([C:6]([O:8][CH3:9])=[O:7])=[CH:4][CH:3]=1.[C:12]1(B(O)O)[CH:17]=[CH:16][CH:15]=[CH:14][CH:13]=1.N1C=CC=CC=1. (6) The reactants are: C(S([NH:7][CH:8]([C:13]1([CH3:17])[CH2:16][O:15][CH2:14]1)[C:9]([NH2:12])=[N:10][OH:11])=O)(C)(C)C.CO[C:20](OC)(N(C)C)[CH3:21].Cl.O1CCOCC1. Given the product [CH3:20][C:21]1[O:11][N:10]=[C:9]([CH:8]([C:13]2([CH3:17])[CH2:14][O:15][CH2:16]2)[NH2:7])[N:12]=1, predict the reactants needed to synthesize it. (7) Given the product [CH2:1]([O:5][C:6]1[CH:11]=[CH:10][C:9]([S:12]([N:15]2[CH2:21][CH:16]2[C:17]([O:19][CH3:20])=[O:18])(=[O:14])=[O:13])=[CH:8][CH:7]=1)[C:2]#[C:3][CH3:4], predict the reactants needed to synthesize it. The reactants are: [CH2:1]([O:5][C:6]1[CH:11]=[CH:10][C:9]([S:12]([NH:15][CH:16]([CH2:21]O)[C:17]([O:19][CH3:20])=[O:18])(=[O:14])=[O:13])=[CH:8][CH:7]=1)[C:2]#[C:3][CH3:4].C1(P(C2C=CC=CC=2)C2C=CC=CC=2)C=CC=CC=1.CCOC(/N=N/C(OCC)=O)=O.